Task: Predict the reactants needed to synthesize the given product.. Dataset: Full USPTO retrosynthesis dataset with 1.9M reactions from patents (1976-2016) The reactants are: Cl.C(O[C:5]([C:7]1[CH:8]=[C:9]2[C:13](=[CH:14][CH:15]=1)[NH:12][N:11]=[C:10]2[C:16]1[CH:25]=[CH:24][C:23]2[C:18](=[CH:19][CH:20]=[C:21]([O:26][CH2:27][C:28]3[CH:33]=[CH:32][CH:31]=[CH:30][N:29]=3)[CH:22]=2)[CH:17]=1)=[NH:6])C.[N:34]1([CH2:39][C:40]([NH:42][NH2:43])=O)[CH2:38][CH2:37][CH2:36][CH2:35]1.C(N(CC)CC)C. Given the product [N:29]1[CH:30]=[CH:31][CH:32]=[CH:33][C:28]=1[CH2:27][O:26][C:21]1[CH:22]=[C:23]2[C:18](=[CH:19][CH:20]=1)[CH:17]=[C:16]([C:10]1[C:9]3[C:13](=[CH:14][CH:15]=[C:7]([C:5]4[N:6]=[C:40]([CH2:39][N:34]5[CH2:38][CH2:37][CH2:36][CH2:35]5)[NH:42][N:43]=4)[CH:8]=3)[NH:12][N:11]=1)[CH:25]=[CH:24]2, predict the reactants needed to synthesize it.